This data is from Full USPTO retrosynthesis dataset with 1.9M reactions from patents (1976-2016). The task is: Predict the reactants needed to synthesize the given product. (1) Given the product [C:27]([NH:31][S:32]([C:35]1[CH:40]=[CH:39][CH:38]=[CH:37][C:36]=1[C:2]1[CH:7]=[CH:6][C:5]([C:8]2[C:9]([C:22]([O:24][CH2:25][CH3:26])=[O:23])=[CH:10][N:11]([CH2:13][C:14]3[CH:19]=[CH:18][CH:17]=[C:16]([C:20]#[N:21])[CH:15]=3)[CH:12]=2)=[CH:4][CH:3]=1)(=[O:34])=[O:33])([CH3:30])([CH3:28])[CH3:29], predict the reactants needed to synthesize it. The reactants are: Br[C:2]1[CH:7]=[CH:6][C:5]([C:8]2[C:9]([C:22]([O:24][CH2:25][CH3:26])=[O:23])=[CH:10][N:11]([CH2:13][C:14]3[CH:19]=[CH:18][CH:17]=[C:16]([C:20]#[N:21])[CH:15]=3)[CH:12]=2)=[CH:4][CH:3]=1.[C:27]([NH:31][S:32]([C:35]1[CH:40]=[CH:39][CH:38]=[CH:37][C:36]=1B(O)O)(=[O:34])=[O:33])([CH3:30])([CH3:29])[CH3:28]. (2) Given the product [Na+:47].[CH2:1]([O:3][C:4]1[CH:5]=[C:6]([C:19]([N:21]2[CH2:26][CH2:25][C:24]3([CH2:35][C:34](=[O:36])[C:33]4[C:28](=[CH:29][CH:30]=[C:31]([C:37]5[CH:38]=[C:39]([C:43]([O-:45])=[O:44])[CH:40]=[N:41][CH:42]=5)[CH:32]=4)[O:27]3)[CH2:23][CH2:22]2)=[O:20])[CH:7]=[C:8]([O:16][CH2:17][CH3:18])[C:9]=1[C:10]1[CH:11]=[N:12][N:13]([CH3:15])[CH:14]=1)[CH3:2], predict the reactants needed to synthesize it. The reactants are: [CH2:1]([O:3][C:4]1[CH:5]=[C:6]([C:19]([N:21]2[CH2:26][CH2:25][C:24]3([CH2:35][C:34](=[O:36])[C:33]4[C:28](=[CH:29][CH:30]=[C:31]([C:37]5[CH:38]=[C:39]([C:43]([OH:45])=[O:44])[CH:40]=[N:41][CH:42]=5)[CH:32]=4)[O:27]3)[CH2:23][CH2:22]2)=[O:20])[CH:7]=[C:8]([O:16][CH2:17][CH3:18])[C:9]=1[C:10]1[CH:11]=[N:12][N:13]([CH3:15])[CH:14]=1)[CH3:2].[OH-].[Na+:47]. (3) Given the product [CH3:26][S:23]([C:20]1[CH:21]=[CH:22][C:16]2[O:15][CH2:14][CH:13]([CH2:12][NH:30][CH2:27][CH2:28][CH3:29])[O:18][C:17]=2[CH:19]=1)(=[O:24])=[O:25], predict the reactants needed to synthesize it. The reactants are: CC1C=CC(S(O[CH2:12][CH:13]2[O:18][C:17]3[CH:19]=[C:20]([S:23]([CH3:26])(=[O:25])=[O:24])[CH:21]=[CH:22][C:16]=3[O:15][CH2:14]2)(=O)=O)=CC=1.[CH2:27]([NH2:30])[CH2:28][CH3:29].